From a dataset of Experimentally validated miRNA-target interactions with 360,000+ pairs, plus equal number of negative samples. Binary Classification. Given a miRNA mature sequence and a target amino acid sequence, predict their likelihood of interaction. (1) The miRNA is hsa-miR-619-5p with sequence GCUGGGAUUACAGGCAUGAGCC. The protein sequence of the target gene is MPKRKAAGQGDMRQEPKRRSARLSAMLVPVTPEVKPKRTSSSRKMKTKSDMMEENIDTSAQAVAETKQEAVVEEDYNENAKNGEAKITEAPASEKEIVEVKEENIEDATEKGGEKKEAVAAEVKNEEEDQKEDEEDQNEEKGEAGKEDKDEKGEEDGKEDKNGNEKGEDAKEKEDGKKGEDGKGNGEDGKEKGEDEKEEEDRKETGDGKENEDGKEKGDKKEGKDVKVKEDEKEREDGKEDEGGNEEEAGKEKEDLKEEEEGKEEDEIKEDDGKKEEPQSIV. Result: 1 (interaction). (2) The miRNA is hsa-miR-4448 with sequence GGCUCCUUGGUCUAGGGGUA. The protein sequence of the target gene is MAKPFFRLQKFLRRTQFLLFFLTAAYLMTGSLLLLQRVRVALPQGPRAPGPLQTLPVAAVALGVGLLDSRALHDPRVSPELLLGVDMLQSPLTRPRPGPRWLRSRNSELRQLRRRWFHHFMSDSQGPPALGPEAARPAIHSRGTYIGCFSDDGHERTLKGAVFYDLRKMTVSHCQDACAERSYVYAGLEAGAECYCGNRLPAVSVGLEECNHECKGEKGSVCGAVDRLSVYRVDELQPGSRKRRTATYRGCFRLPENITHAFPSSLIQANVTVGTCSGFCSQKEFPLAILRGWECYCAYP.... Result: 0 (no interaction). (3) The miRNA is mmu-miR-652-3p with sequence AAUGGCGCCACUAGGGUUGUG. The protein sequence of the target gene is MQMSYAIRCAFYQLLLAALMLVAMLQLLYLSLLSGLHGQEEQEQYFEFFPPSPRSVDQVKSQLRTALASGGVLDASGDYRVYRGLLKTTMDPNDVILATHASVDNLLHLSGLLERWEGPLSVSVFAATKEEAQLATVLAYALSSHCPEMRARVAMHLVCPSRYEAAVPDPREPGEFALLRSCQEVFDKLARVAQPGINYALGTNTSYPNNLLRNLAREEANYALVIDVDMVPSEGLWRGLREMLDQSNHWDGTALVVPAFEIRRSRRMPMNKNELVQLYQVGEVRPFYYGLCTPCHAPTN.... Result: 0 (no interaction). (4) The miRNA is hsa-miR-510-3p with sequence AUUGAAACCUCUAAGAGUGGA. The protein sequence of the target gene is MSVPLAPKKSCFGQLRDHREGAKNNNESILRTGDTNANQIMLEVSSSCDEAKSRDLDDELGNSNLSRPQYHSHFQKEPLHLQGFGKGSQAGSTSQRESQASLTVHRQLSEEHAVKRGALQAPQCVQGPSLSSWRNAVGQASPEASAKKDAEIPRHIPKDKLAKTLDNEELKRASSCSAAAGSVPPTDLQPVQLDTLGPQDHVPARGEGPQRTPASHSPGKGFSPGEGTSEGNSVYLPKPSTSEAKGSSPSDTKMEGPHGLDVYNERITHAELTPSSASASKENPGLRHPEVCLGQGTGKS.... Result: 0 (no interaction). (5) Result: 1 (interaction). The protein sequence of the target gene is MDPGKDKEGVPQPSGPPARKKFVIPLDEDEVPPGVAKPLFRSTQSLPTVDTSAQAAPQTYAEYAISQPLEGAGATCPTGSEPLAGETPNQALKPGAKSNSIIVSPRQRGNPVLKFVRNVPWEFGDVIPDYVLGQSTCALFLSLRYHNLHPDYIHGRLQSLGKNFALRVLLVQVDVKDPQQALKELAKMCILADCTLILAWSPEEAGRYLETYKAYEQKPADLLMEKLEQDFVSRVTECLTTVKSVNKTDSQTLLTTFGSLEQLIAASREDLALCPGLGPQKARRLFDVLHEPFLKVP. The miRNA is hsa-miR-551b-5p with sequence GAAAUCAAGCGUGGGUGAGACC.